Dataset: Full USPTO retrosynthesis dataset with 1.9M reactions from patents (1976-2016). Task: Predict the reactants needed to synthesize the given product. (1) The reactants are: [F:1][C:2]1[CH:30]=[CH:29][C:5]([CH2:6][N:7]([CH2:16][C:17]2[CH:22]=[CH:21][C:20]([C:23]3[CH:24]=[N:25][CH:26]=[CH:27][CH:28]=3)=[CH:19][CH:18]=2)[C:8]2[S:9][C:10](C(O)=O)=[CH:11][N:12]=2)=[CH:4][CH:3]=1.C(Cl)(=O)C(Cl)=O.C[N:38](C)[CH:39]=[O:40].C[Si](N=[N+]=[N-])(C)C. Given the product [F:1][C:2]1[CH:30]=[CH:29][C:5]([CH2:6][N:7]([CH2:16][C:17]2[CH:18]=[CH:19][C:20]([C:23]3[CH:24]=[N:25][CH:26]=[CH:27][CH:28]=3)=[CH:21][CH:22]=2)[C:8]2[S:9][C:10]([N:38]=[C:39]=[O:40])=[CH:11][N:12]=2)=[CH:4][CH:3]=1, predict the reactants needed to synthesize it. (2) Given the product [N:1]1([C:8]2[CH:9]=[CH:10][C:11]3[N:12]([C:14]([C:17]4[CH:18]=[CH:19][CH:20]=[C:21]([Br:25])[N:22]=4)=[N:15][N:16]=3)[N:13]=2)[CH2:7][CH2:6][CH2:5][CH2:4][CH2:3][CH2:2]1, predict the reactants needed to synthesize it. The reactants are: [N:1]1([C:8]2[CH:9]=[CH:10][C:11]3[N:12]([C:14]([C:17]4[N:22]=[C:21](O)[CH:20]=[CH:19][CH:18]=4)=[N:15][N:16]=3)[N:13]=2)[CH2:7][CH2:6][CH2:5][CH2:4][CH2:3][CH2:2]1.P(Br)(Br)[Br:25].C(=O)([O-])[O-].[K+].[K+]. (3) Given the product [ClH:40].[CH3:13][O:12][C:5]1[CH:6]=[C:7]([CH2:9][O:10][CH3:11])[CH:8]=[C:3]([O:2][CH3:1])[C:4]=1[C:14]1[N:15]2[N:21]=[C:20]([O:22][CH3:23])[C:19]([N:24]([CH2:31][CH2:32][CH3:33])[CH:25]3[CH2:30][CH2:29][O:28][CH2:27][CH2:26]3)=[C:16]2[S:17][CH:18]=1, predict the reactants needed to synthesize it. The reactants are: [CH3:1][O:2][C:3]1[CH:8]=[C:7]([CH2:9][O:10][CH3:11])[CH:6]=[C:5]([O:12][CH3:13])[C:4]=1[C:14]1[N:15]2[N:21]=[C:20]([O:22][CH3:23])[C:19]([N:24]([CH2:31][CH2:32][CH3:33])[CH:25]3[CH2:30][CH2:29][O:28][CH2:27][CH2:26]3)=[C:16]2[S:17][CH:18]=1.C(OCC)(=O)C.[ClH:40].